Dataset: Reaction yield outcomes from USPTO patents with 853,638 reactions. Task: Predict the reaction yield, written as a fraction of the theoretical maximum amount of product (1.0 means a 100% yield; for example, 0.34 means a 34% yield). (1) The reactants are [N+:1]([C:4]1[CH:5]=[CH:6][CH:7]=[C:8]2[C:12]=1[NH:11][C:10]([C:13]1[S:14][CH:15]=[CH:16][N:17]=1)=[CH:9]2)([O-])=O.O1CCCC1.O.NN. The catalyst is O.O.O.O.O.O.[Fe](Cl)(Cl)Cl.CO. The product is [S:14]1[CH:15]=[CH:16][N:17]=[C:13]1[C:10]1[NH:11][C:12]2[C:8]([CH:9]=1)=[CH:7][CH:6]=[CH:5][C:4]=2[NH2:1]. The yield is 0.900. (2) The reactants are [CH2:1](Br)[C:2]1[CH:7]=[CH:6][CH:5]=[CH:4][CH:3]=1.C(=O)([O-])[O-].[K+].[K+].[CH3:15][O:16][C:17](=[O:29])[C:18]1[CH:23]=[C:22]([C:24](=[O:26])[CH3:25])[C:21]([OH:27])=[CH:20][C:19]=1[OH:28]. The product is [C:24]([C:22]1[C:21]([O:27][CH2:1][C:2]2[CH:7]=[CH:6][CH:5]=[CH:4][CH:3]=2)=[CH:20][C:19]([O:28][CH2:1][C:2]2[CH:7]=[CH:6][CH:5]=[CH:4][CH:3]=2)=[C:18]([CH:23]=1)[C:17]([O:16][CH3:15])=[O:29])(=[O:26])[CH3:25]. The catalyst is C(#N)C. The yield is 0.973. (3) The reactants are [CH2:1]([N:4]=[C:5]=[O:6])[CH2:2][CH3:3].[Cl:7][C:8]1[N:13]=[CH:12][C:11]([CH2:14][N:15]2[CH:20]=[CH:19][CH:18]=[CH:17][C:16]2=[N:21][C:22](=[N:27][OH:28])[C:23]([F:26])([F:25])[F:24])=[CH:10][CH:9]=1.CC(C)([O-])C.[K+]. The catalyst is C(#N)C. The product is [Cl:7][C:8]1[N:13]=[CH:12][C:11]([CH2:14][N:15]2[CH:20]=[CH:19][CH:18]=[CH:17][C:16]2=[N:21][C:22](=[N:27][O:28][C:5](=[O:6])[NH:4][CH2:1][CH2:2][CH3:3])[C:23]([F:24])([F:25])[F:26])=[CH:10][CH:9]=1. The yield is 0.320. (4) The reactants are [NH2:1][C@H:2]1[CH2:7][CH2:6][C@H:5]([CH2:8][CH2:9][N:10]2[C:15]3[CH:16]=[C:17]([O:20][CH3:21])[CH:18]=[CH:19][C:14]=3[O:13][CH2:12][C:11]2=[O:22])[CH2:4][CH2:3]1.[O:23]=[C:24]1[CH2:29][O:28][C:27]2[CH:30]=[CH:31][C:32]([CH:34]=O)=[N:33][C:26]=2[NH:25]1.C([BH3-])#N.[Na+]. No catalyst specified. The product is [CH3:21][O:20][C:17]1[CH:18]=[CH:19][C:14]2[O:13][CH2:12][C:11](=[O:22])[N:10]([CH2:9][CH2:8][C@H:5]3[CH2:6][CH2:7][C@H:2]([NH:1][CH2:34][C:32]4[CH:31]=[CH:30][C:27]5[O:28][CH2:29][C:24](=[O:23])[NH:25][C:26]=5[N:33]=4)[CH2:3][CH2:4]3)[C:15]=2[CH:16]=1. The yield is 0.240. (5) The reactants are N([O-])=O.[Na+].[ClH:5].[Cl:6][C:7]1[CH:8]=[C:9](N)[CH:10]=[N:11][C:12]=1[Cl:13].[S:15]([O-:18])([O-])=[O:16].[Na+].[Na+]. The catalyst is S([O-])([O-])(=O)=O.[Cu+2].O. The product is [Cl:6][C:7]1[CH:8]=[C:9]([S:15]([Cl:5])(=[O:18])=[O:16])[CH:10]=[N:11][C:12]=1[Cl:13]. The yield is 0.800. (6) The catalyst is O.C(O)C. The yield is 0.480. The product is [CH2:6]([C:8]1[CH:9]=[CH:10][CH:11]=[C:12]2[C:16]=1[NH:15][N:14]=[C:13]2[I:17])[CH3:7]. The reactants are C(=O)(O)[O-].[Na+].[CH2:6]([C:8]1[CH:9]=[CH:10][CH:11]=[C:12]2[C:16]=1[NH:15][N:14]=[CH:13]2)[CH3:7].[I:17]I. (7) The reactants are [F:1][C:2]1[CH:3]=[C:4]2[C:9]([OH:10])=[C:8]([C:11]3[NH:16][C:15]4[CH:17]=[CH:18][C:19](I)=[CH:20][C:14]=4[S:13](=[O:23])(=[O:22])[N:12]=3)[C:7](=[O:24])[N:6]([CH2:25][CH2:26][CH:27]([CH3:29])[CH3:28])[N:5]2[CH:30]=1.[O-]P(OP(OP([O-])([O-])=O)([O-])=O)(=O)[O-].[K+].[K+].[K+].[K+].[K+].N(CC(O)=O)C.[CH3:55][S:56]([NH2:59])(=[O:58])=[O:57]. The catalyst is [Cu]I.CN(C)C=O. The product is [F:1][C:2]1[CH:3]=[C:4]2[C:9]([OH:10])=[C:8]([C:11]3[NH:16][C:15]4[CH:17]=[CH:18][C:19]([NH:59][S:56]([CH3:55])(=[O:58])=[O:57])=[CH:20][C:14]=4[S:13](=[O:23])(=[O:22])[N:12]=3)[C:7](=[O:24])[N:6]([CH2:25][CH2:26][CH:27]([CH3:29])[CH3:28])[N:5]2[CH:30]=1. The yield is 0.154. (8) The reactants are [H-].[Na+].C1(C)C=CC=CC=1.[F:10][C:11]([F:23])([F:22])[C:12]1[CH:13]=[C:14]([CH:19]=[CH:20][CH:21]=1)[C:15]([O:17]C)=O.[C:24](#[N:26])[CH3:25]. The catalyst is O. The product is [O:17]=[C:15]([C:14]1[CH:19]=[CH:20][CH:21]=[C:12]([C:11]([F:10])([F:23])[F:22])[CH:13]=1)[CH2:25][C:24]#[N:26]. The yield is 0.800.